Dataset: Forward reaction prediction with 1.9M reactions from USPTO patents (1976-2016). Task: Predict the product of the given reaction. (1) Given the reactants [NH2:1][C:2]1[C:11]2[C:6](=[CH:7][CH:8]=[CH:9][C:10]=2[O:12][CH2:13][C@H:14]2[CH2:18][CH2:17][CH2:16][NH:15]2)[N:5]=[C:4]([CH3:19])[C:3]=1[C:20]([O:22][CH2:23][CH3:24])=[O:21].[C:25](OC(=O)C)(=[O:27])[CH3:26], predict the reaction product. The product is: [C:25]([N:15]1[CH2:16][CH2:17][CH2:18][C@@H:14]1[CH2:13][O:12][C:10]1[CH:9]=[CH:8][CH:7]=[C:6]2[C:11]=1[C:2]([NH2:1])=[C:3]([C:20]([O:22][CH2:23][CH3:24])=[O:21])[C:4]([CH3:19])=[N:5]2)(=[O:27])[CH3:26]. (2) Given the reactants [N+:1]([C:4]1[CH:15]=[CH:14][C:7]2[CH:8]=[C:9]([C:11]([OH:13])=O)[O:10][C:6]=2[CH:5]=1)([O-:3])=[O:2].CN(C(ON1N=[N:31][C:26]2[CH:27]=[CH:28][CH:29]=[N:30][C:25]1=2)=[N+](C)C)C.F[P-](F)(F)(F)(F)F.[CH:40](N(CC)C(C)C)(C)[CH3:41], predict the reaction product. The product is: [N:30]12[CH2:29][CH2:28][CH:27]([CH2:40][CH2:41]1)[C@@H:26]([NH:31][C:11]([C:9]1[O:10][C:6]3[CH:5]=[C:4]([N+:1]([O-:3])=[O:2])[CH:15]=[CH:14][C:7]=3[CH:8]=1)=[O:13])[CH2:25]2. (3) Given the reactants C(O)(C(F)(F)F)=O.[CH:8]([C:11]1[N:12]=[C:13]([C:16]2[CH:25]=[C:24]([O:26][CH:27]3[CH2:45][CH:44]4[N:29]([C:30](=[O:65])[N:31](CC5C=CC(OC)=CC=5)[CH2:32][CH2:33][CH2:34][CH2:35][CH2:36][CH:37]=[CH:38][CH:39]5[C:41]([C:47]([NH:49][S:50]([CH:53]6[CH2:55][CH2:54]6)(=[O:52])=[O:51])=[O:48])([NH:42][C:43]4=[O:46])[CH2:40]5)[CH2:28]3)[C:23]3[C:18](=[C:19]([CH3:68])[C:20]([O:66][CH3:67])=[CH:21][CH:22]=3)[N:17]=2)[S:14][CH:15]=1)([CH3:10])[CH3:9].O.C([O-])(O)=O.[Na+], predict the reaction product. The product is: [CH:8]([C:11]1[N:12]=[C:13]([C:16]2[CH:25]=[C:24]([O:26][CH:27]3[CH2:45][CH:44]4[N:29]([C:30](=[O:65])[NH:31][CH2:32][CH2:33][CH2:34][CH2:35][CH2:36][CH:37]=[CH:38][CH:39]5[C:41]([C:47]([NH:49][S:50]([CH:53]6[CH2:55][CH2:54]6)(=[O:52])=[O:51])=[O:48])([NH:42][C:43]4=[O:46])[CH2:40]5)[CH2:28]3)[C:23]3[C:18](=[C:19]([CH3:68])[C:20]([O:66][CH3:67])=[CH:21][CH:22]=3)[N:17]=2)[S:14][CH:15]=1)([CH3:10])[CH3:9]. (4) Given the reactants [CH3:1][C:2]1[CH:3]=[CH:4][C:5]2[O:9][C:8]([C:10]([NH2:12])=O)=[CH:7][C:6]=2[CH:13]=1.C(OC(C(F)(F)F)=O)(C(F)(F)F)=O.O, predict the reaction product. The product is: [CH3:1][C:2]1[CH:3]=[CH:4][C:5]2[O:9][C:8]([C:10]#[N:12])=[CH:7][C:6]=2[CH:13]=1. (5) Given the reactants Br[CH2:2][CH2:3][CH2:4][CH2:5][CH2:6][CH2:7][CH2:8][NH:9][C:10]1[C:11]2[C:16]([N:17]=[C:18]3[C:23]=1[CH2:22][CH2:21][CH2:20][CH2:19]3)=[CH:15][C:14]([Cl:24])=[CH:13][CH:12]=2.[CH2:25]([O:32][C:33]1[CH:42]=[CH:41][C:40]2[C@@H:39]([NH2:43])[CH2:38][CH2:37][CH2:36][C:35]=2[N:34]=1)[C:26]1[CH:31]=[CH:30][CH:29]=[CH:28][CH:27]=1.O, predict the reaction product. The product is: [CH2:25]([O:32][C:33]1[CH:42]=[CH:41][C:40]2[C@H:39]([NH:43][CH2:2][CH2:3][CH2:4][CH2:5][CH2:6][CH2:7][CH2:8][NH:9][C:10]3[C:11]4[C:16]([N:17]=[C:18]5[C:23]=3[CH2:22][CH2:21][CH2:20][CH2:19]5)=[CH:15][C:14]([Cl:24])=[CH:13][CH:12]=4)[CH2:38][CH2:37][CH2:36][C:35]=2[N:34]=1)[C:26]1[CH:27]=[CH:28][CH:29]=[CH:30][CH:31]=1. (6) Given the reactants [CH3:1][NH:2][C:3]([C:5]1[C:13]2[CH:12]=[C:11]3[C:14](=[CH2:23])[CH2:15][CH2:16][CH2:17][N:18]([S:19]([CH3:22])(=[O:21])=[O:20])[C:10]3=[N:9][C:8]=2[O:7][C:6]=1[C:24]1[CH:29]=[CH:28][C:27]([F:30])=[CH:26][CH:25]=1)=[O:4].CNC(C1C2C=C3C(C)=CCCN(S(C)(=O)=O)C3=NC=2OC=1C1C=CC(F)=CC=1)=O.CO, predict the reaction product. The product is: [CH3:1][NH:2][C:3]([C:5]1[C:13]2[CH:12]=[C:11]3[CH:14]([CH3:23])[CH2:15][CH2:16][CH2:17][N:18]([S:19]([CH3:22])(=[O:21])=[O:20])[C:10]3=[N:9][C:8]=2[O:7][C:6]=1[C:24]1[CH:29]=[CH:28][C:27]([F:30])=[CH:26][CH:25]=1)=[O:4].